This data is from Forward reaction prediction with 1.9M reactions from USPTO patents (1976-2016). The task is: Predict the product of the given reaction. (1) Given the reactants [CH:1]1([N:4]([CH:18]2[CH2:23][CH2:22][NH:21][CH2:20][CH2:19]2)[C:5](=[O:17])[C:6]2[CH:11]=[CH:10][C:9]([C:12]3[O:16][CH:15]=[N:14][CH:13]=3)=[CH:8][CH:7]=2)[CH2:3][CH2:2]1.Cl[C:25]1[N:30]=[CH:29][C:28]([F:31])=[CH:27][N:26]=1, predict the reaction product. The product is: [CH:1]1([N:4]([CH:18]2[CH2:23][CH2:22][N:21]([C:25]3[N:30]=[CH:29][C:28]([F:31])=[CH:27][N:26]=3)[CH2:20][CH2:19]2)[C:5](=[O:17])[C:6]2[CH:7]=[CH:8][C:9]([C:12]3[O:16][CH:15]=[N:14][CH:13]=3)=[CH:10][CH:11]=2)[CH2:3][CH2:2]1. (2) The product is: [OH:36][C:23]1([C:21]#[C:22][C:7]2[C:16]3[C:11](=[CH:12][CH:13]=[C:14]([O:17][CH3:18])[N:15]=3)[N:10]=[CH:9][CH:8]=2)[CH2:24][CH2:25][N:26]([C:29]([O:31][C:32]([CH3:33])([CH3:34])[CH3:35])=[O:30])[CH2:27][CH2:28]1. Given the reactants FC(F)(F)S(O[C:7]1[C:16]2[C:11](=[CH:12][CH:13]=[C:14]([O:17][CH3:18])[N:15]=2)[N:10]=[CH:9][CH:8]=1)(=O)=O.[C:21]([C:23]1([OH:36])[CH2:28][CH2:27][N:26]([C:29]([O:31][C:32]([CH3:35])([CH3:34])[CH3:33])=[O:30])[CH2:25][CH2:24]1)#[CH:22], predict the reaction product. (3) The product is: [NH2:9][C:10]1[C:15]2[C:16]([C:19]3[CH:20]=[CH:21][C:22]([NH:25][C:26]([NH:28][C:29]4[CH:34]=[CH:33][CH:32]=[C:31]([F:35])[CH:30]=4)=[O:27])=[CH:23][CH:24]=3)=[CH:17][S:18][C:14]=2[C:13]([C:36]2[CH:37]=[N:38][N:39]([CH2:41][CH2:42][OH:43])[CH:40]=2)=[CH:12][N:11]=1.[C:1]([OH:8])(=[O:7])/[CH:2]=[CH:3]\[C:4]([OH:6])=[O:5]. Given the reactants [C:1]([OH:8])(=[O:7])/[CH:2]=[CH:3]\[C:4]([OH:6])=[O:5].[NH2:9][C:10]1[C:15]2[C:16]([C:19]3[CH:24]=[CH:23][C:22]([NH:25][C:26]([NH:28][C:29]4[CH:34]=[CH:33][CH:32]=[C:31]([F:35])[CH:30]=4)=[O:27])=[CH:21][CH:20]=3)=[CH:17][S:18][C:14]=2[C:13]([C:36]2[CH:37]=[N:38][N:39]([CH2:41][CH2:42][OH:43])[CH:40]=2)=[CH:12][N:11]=1, predict the reaction product. (4) Given the reactants [Cl:1][C:2]1[CH:7]=[CH:6][C:5]([C:8]2[N:9]([C:15]3[CH:20]=[CH:19][C:18]([S:21]([CH3:24])(=[O:23])=[O:22])=[CH:17][CH:16]=3)[CH:10]=[C:11]([CH2:13]O)[N:12]=2)=[CH:4][CH:3]=1.C(N(S(F)(F)[F:31])CC)C.O, predict the reaction product. The product is: [Cl:1][C:2]1[CH:7]=[CH:6][C:5]([C:8]2[N:9]([C:15]3[CH:20]=[CH:19][C:18]([S:21]([CH3:24])(=[O:23])=[O:22])=[CH:17][CH:16]=3)[CH:10]=[C:11]([CH2:13][F:31])[N:12]=2)=[CH:4][CH:3]=1.